This data is from Full USPTO retrosynthesis dataset with 1.9M reactions from patents (1976-2016). The task is: Predict the reactants needed to synthesize the given product. (1) Given the product [ClH:28].[F:27][C:2]([F:1])([C:20]1[CH:25]=[CH:24][C:23]([CH3:26])=[CH:22][N:21]=1)[CH2:3][N:4]1[CH2:9][CH2:8][CH:7]([NH:10][C:11]2[C:12]3[CH:19]=[CH:18][NH:17][C:13]=3[N:14]=[CH:15][N:16]=2)[CH2:6][CH2:5]1, predict the reactants needed to synthesize it. The reactants are: [F:1][C:2]([F:27])([C:20]1[CH:25]=[CH:24][C:23]([CH3:26])=[CH:22][N:21]=1)[CH2:3][N:4]1[CH2:9][CH2:8][CH:7]([NH:10][C:11]2[C:12]3[CH:19]=[CH:18][NH:17][C:13]=3[N:14]=[CH:15][N:16]=2)[CH2:6][CH2:5]1.[ClH:28].CCOCC. (2) Given the product [F:14][C:3]1[CH:4]=[C:5]([O:9][CH2:10][CH2:11][O:12][CH3:13])[CH:6]=[C:7]([F:8])[C:2]=1[N:15]1[CH2:20][CH2:19][NH:18][CH2:17][CH2:16]1, predict the reactants needed to synthesize it. The reactants are: Br[C:2]1[C:7]([F:8])=[CH:6][C:5]([O:9][CH2:10][CH2:11][O:12][CH3:13])=[CH:4][C:3]=1[F:14].[NH:15]1[CH2:20][CH2:19][NH:18][CH2:17][CH2:16]1.CC([O-])(C)C.[Na+].C1(P(C2C=CC=CC=2)C2C=CC3C(=CC=CC=3)C=2C2C3C(=CC=CC=3)C=CC=2P(C2C=CC=CC=2)C2C=CC=CC=2)C=CC=CC=1. (3) Given the product [Br:1][C:2]1[CH:3]=[C:4]([NH:30][CH2:29][CH2:28][N:22]2[CH2:27][CH2:26][O:25][CH2:24][CH2:23]2)[C:5]2[N:6]([C:8]([C:34]3[CH:35]=[CH:36][C:37]([C:38]([NH:39][CH3:40])=[O:41])=[C:32]([CH3:31])[CH:33]=3)=[CH:9][N:10]=2)[N:7]=1, predict the reactants needed to synthesize it. The reactants are: [Br:1][C:2]1[CH:3]=[C:4](Br)[C:5]2[N:6]([C:8](I)=[CH:9][N:10]=2)[N:7]=1.CCN(C(C)C)C(C)C.[N:22]1([CH2:28][CH2:29][NH2:30])[CH2:27][CH2:26][O:25][CH2:24][CH2:23]1.[CH3:31][C:32]1[CH:33]=[C:34](B(O)O)[CH:35]=[CH:36][C:37]=1[C:38](=[O:41])[NH:39][CH3:40].C(=O)([O-])[O-].[K+].[K+]. (4) Given the product [CH3:113][O:112][C:111]([NH:110][C@@H:71]([CH:70]([CH3:115])[CH3:69])[C:72]([N:73]1[CH2:77][CH2:76][CH2:75][C@H:74]1[C:78]1[NH:79][C:80]([C:83]2[CH:84]=[C:85]3[C:90](=[CH:91][CH:92]=2)[CH:89]=[C:88]([C:93]2[CH:94]=[CH:95][C:96]([C:99]4[NH:103][C:102]([C@@H:104]5[CH2:108][CH2:107][CH2:106][N:105]5[C:136]([C@H:127]5[C:128]6[C:133](=[CH:132][CH:131]=[CH:130][CH:129]=6)[CH2:134][CH2:135][N:126]5[C:124]([O:123][CH2:116][C:117]5[CH:122]=[CH:121][CH:120]=[CH:119][CH:118]=5)=[O:125])=[O:137])=[N:101][CH:100]=4)=[CH:97][CH:98]=2)[CH:87]=[CH:86]3)=[CH:81][N:82]=1)=[O:109])=[O:114], predict the reactants needed to synthesize it. The reactants are: COC(=O)N[C@@H](C(C)C)C(N1[C@H](C2NC(C3C=CC(C4C=CC5C(=CC=C(C6NC([C@@H]7CCCN7C(=O)[C@H](NC(OC)=O)C7C=CC=CC=7)=NC=6)C=5)C=4)=CC=3)=CN=2)CC2(OCCO2)C1)=O.Cl.Cl.Cl.[CH3:69][CH:70]([CH3:115])[C@H:71]([NH:110][C:111](=[O:114])[O:112][CH3:113])[C:72](=[O:109])[N:73]1[CH2:77][CH2:76][CH2:75][C@H:74]1[C:78]1[NH:79][C:80]([C:83]2[CH:92]=[CH:91][C:90]3[C:85](=[CH:86][CH:87]=[C:88]([C:93]4[CH:98]=[CH:97][C:96]([C:99]5[NH:103][C:102]([C@@H:104]6[CH2:108][CH2:107][CH2:106][NH:105]6)=[N:101][CH:100]=5)=[CH:95][CH:94]=4)[CH:89]=3)[CH:84]=2)=[CH:81][N:82]=1.[CH2:116]([O:123][C:124]([N:126]1[CH2:135][CH2:134][C:133]2[C:128](=[CH:129][CH:130]=[CH:131][CH:132]=2)[C@@H:127]1[C:136](O)=[O:137])=[O:125])[C:117]1[CH:122]=[CH:121][CH:120]=[CH:119][CH:118]=1.COC(N[C@H](C1C=CC=CC=1)C(O)=O)=O.Cl.Cl.Cl.CC(C)[C@H](NC(=O)OC)C(=O)N1[C@H](C2NC(C3C=CC(C4C=CC5C(=CC=C(C6NC([C@@H]7CCCN7)=NC=6)C=5)C=4)=CC=3)=CN=2)CC2(OCCO2)C1. (5) Given the product [CH2:1]([O:5][CH:7]1[CH2:8][CH2:9][CH2:10][CH2:11][O:6]1)[CH2:2][C:3]#[CH:4], predict the reactants needed to synthesize it. The reactants are: [CH2:1]([OH:5])[CH2:2][C:3]#[CH:4].[O:6]1[CH:11]=[CH:10][CH2:9][CH2:8][CH2:7]1.C1C=CC(N=NC2C=CC(N)=NC=2N)=CC=1.Cl.CC1C=CC(S(O)(=O)=O)=CC=1. (6) Given the product [NH2:2][CH2:1][CH2:3][CH2:4][N:5]([C:13]([O:15][CH3:16])=[O:14])[C@H:6]([C:10]([OH:12])=[O:11])[CH:7]([CH3:9])[CH3:8], predict the reactants needed to synthesize it. The reactants are: [C:1]([CH2:3][CH2:4][N:5]([C:13]([O:15][CH3:16])=[O:14])[C@H:6]([C:10]([OH:12])=[O:11])[CH:7]([CH3:9])[CH3:8])#[N:2].N. (7) Given the product [CH3:1][C:2]([Si:5]([CH3:23])([CH3:22])[O:6][CH:7]1[CH2:21][CH2:20][C:10]2([CH2:14][N:13]([C:15]([O:17][CH2:18][C:30]3[CH:29]=[CH:9][CH:8]=[CH:7][CH:21]=3)=[O:16])[CH:12]([C:15]([O:17][CH2:18][CH3:19])=[O:16])[CH2:11]2)[CH2:9][CH2:8]1)([CH3:3])[CH3:4], predict the reactants needed to synthesize it. The reactants are: [CH3:1][C:2]([Si:5]([CH3:23])([CH3:22])[O:6][CH:7]1[CH2:21][CH2:20][C:10]2([CH2:14][NH:13][CH:12]([C:15]([O:17][CH2:18][CH3:19])=[O:16])[CH2:11]2)[CH2:9][CH2:8]1)([CH3:4])[CH3:3].C(N([CH2:29][CH3:30])CC)C. (8) Given the product [F:34][CH:2]([F:1])[C:3]1[C:4]([C:28]2[CH:29]=[N:30][N:31]([CH3:33])[CH:32]=2)=[CH:5][C:6]([F:27])=[C:7]([CH:8]=1)[NH:9][C:10]1[C:14]2[CH2:15][N:16]([C:44]([NH:43][CH3:42])=[O:45])[CH2:17][CH2:18][C:13]=2[N:12]([CH:19]2[CH2:24][CH2:23][S:22](=[O:26])(=[O:25])[CH2:21][CH2:20]2)[N:11]=1, predict the reactants needed to synthesize it. The reactants are: [F:1][CH:2]([F:34])[C:3]1[C:4]([C:28]2[CH:29]=[N:30][N:31]([CH3:33])[CH:32]=2)=[CH:5][C:6]([F:27])=[C:7]([NH:9][C:10]2[C:14]3[CH2:15][NH:16][CH2:17][CH2:18][C:13]=3[N:12]([CH:19]3[CH2:24][CH2:23][S:22](=[O:26])(=[O:25])[CH2:21][CH2:20]3)[N:11]=2)[CH:8]=1.C(N(CC)CC)C.[CH3:42][NH:43][C:44](N1C=CN=C1)=[O:45].O. (9) Given the product [Cl:1][CH2:2][C:3]([C:17]1[N:16]=[CH:15][N:12]2[CH:13]=[CH:14][S:10][C:11]=12)=[O:4], predict the reactants needed to synthesize it. The reactants are: [Cl:1][CH2:2][C:3](Cl)=[O:4].[Cl-].[Al+3].[Cl-].[Cl-].[S:10]1[CH:14]=[CH:13][N:12]2[CH:15]=[N:16][CH:17]=[C:11]12.O. (10) The reactants are: [Cl:1][C:2]1[C:3]([C:8]([CH3:13])([CH3:12])[C:9]([OH:11])=O)=[N:4][CH:5]=[CH:6][N:7]=1.[NH2:14][CH:15]1[CH2:20][CH2:19][N:18]([C:21]([O:23][C:24]([CH3:27])([CH3:26])[CH3:25])=[O:22])[CH2:17][CH2:16]1.CCN(C(C)C)C(C)C.O. Given the product [Cl:1][C:2]1[C:3]([C:8]([CH3:13])([CH3:12])[C:9]([NH:14][CH:15]2[CH2:16][CH2:17][N:18]([C:21]([O:23][C:24]([CH3:27])([CH3:26])[CH3:25])=[O:22])[CH2:19][CH2:20]2)=[O:11])=[N:4][CH:5]=[CH:6][N:7]=1, predict the reactants needed to synthesize it.